From a dataset of NCI-60 drug combinations with 297,098 pairs across 59 cell lines. Regression. Given two drug SMILES strings and cell line genomic features, predict the synergy score measuring deviation from expected non-interaction effect. (1) Drug 1: CCC(=C(C1=CC=CC=C1)C2=CC=C(C=C2)OCCN(C)C)C3=CC=CC=C3.C(C(=O)O)C(CC(=O)O)(C(=O)O)O. Drug 2: CC12CCC3C(C1CCC2OP(=O)(O)O)CCC4=C3C=CC(=C4)OC(=O)N(CCCl)CCCl.[Na+]. Cell line: RXF 393. Synergy scores: CSS=11.0, Synergy_ZIP=0.533, Synergy_Bliss=4.40, Synergy_Loewe=1.32, Synergy_HSA=1.74. (2) Drug 1: CC1=C(C(CCC1)(C)C)C=CC(=CC=CC(=CC(=O)O)C)C. Drug 2: C1CN1C2=NC(=NC(=N2)N3CC3)N4CC4. Cell line: SK-OV-3. Synergy scores: CSS=3.53, Synergy_ZIP=-9.63, Synergy_Bliss=-2.40, Synergy_Loewe=-16.2, Synergy_HSA=-2.89.